Predict the reactants needed to synthesize the given product. From a dataset of Full USPTO retrosynthesis dataset with 1.9M reactions from patents (1976-2016). (1) Given the product [CH3:28][C:29]1[O:33][C:32]([CH:34]([NH:40][C:3]2[C:6](=[O:7])[C:5](=[O:8])[C:4]=2[NH:9][C:10]2[CH:11]=[C:12]([S:16]([N:19]3[CH2:23][CH2:22][CH2:21][C@@H:20]3[C:24]([O:26][CH3:27])=[O:25])(=[O:17])=[O:18])[CH:13]=[CH:14][CH:15]=2)[C:35]2([CH3:39])[CH2:36][O:37][CH2:38]2)=[CH:31][CH:30]=1, predict the reactants needed to synthesize it. The reactants are: CO[C:3]1[C:6](=[O:7])[C:5](=[O:8])[C:4]=1[NH:9][C:10]1[CH:11]=[C:12]([S:16]([N:19]2[CH2:23][CH2:22][CH2:21][C@@H:20]2[C:24]([O:26][CH3:27])=[O:25])(=[O:18])=[O:17])[CH:13]=[CH:14][CH:15]=1.[CH3:28][C:29]1[O:33][C:32]([CH:34]([NH2:40])[C:35]2([CH3:39])[CH2:38][O:37][CH2:36]2)=[CH:31][CH:30]=1. (2) Given the product [C:6]([C:5]1[CH:8]=[CH:9][C:2]([NH:1][CH2:11][C:12]([OH:14])=[O:13])=[CH:3][CH:4]=1)#[N:7], predict the reactants needed to synthesize it. The reactants are: [NH2:1][C:2]1[CH:9]=[CH:8][C:5]([C:6]#[N:7])=[CH:4][CH:3]=1.Cl[CH2:11][C:12]([O-:14])=[O:13].[Na+].C(=O)(O)[O-].[Na+].